From a dataset of Reaction yield outcomes from USPTO patents with 853,638 reactions. Predict the reaction yield, written as a fraction of the theoretical maximum amount of product (1.0 means a 100% yield; for example, 0.34 means a 34% yield). The reactants are Cl.[CH3:2][CH2:3][N:4]1[C:9](=[O:10])[CH2:8][CH:6](O)[C:5]1=[O:11].P(Cl)(Cl)(Cl)=O.C([N:19](CC)CC)C.O=C1C=CC(=O)N1CC[N:33]([CH2:38][CH2:39][N:40]1[C:44](=[O:45])[CH:43]=[CH:42][C:41]1=[O:46])[P:34](Cl)(Cl)=[O:35].[NH2:47][CH2:48][CH2:49][C:50]([OH:52])=[O:51]. The catalyst is C1COCC1.C1COCC1.O. The product is [O:11]=[C:5]1[CH:6]=[CH:8][C:9](=[O:10])[N:4]1[CH2:3][CH2:2][NH:19][P:34]([NH:47][CH2:48][CH2:49][C:50]([OH:52])=[O:51])([NH:33][CH2:38][CH2:39][N:40]1[C:41](=[O:46])[CH:42]=[CH:43][C:44]1=[O:45])=[O:35]. The yield is 0.630.